This data is from Acute oral toxicity (LD50) regression data from Zhu et al.. The task is: Regression/Classification. Given a drug SMILES string, predict its toxicity properties. Task type varies by dataset: regression for continuous values (e.g., LD50, hERG inhibition percentage) or binary classification for toxic/non-toxic outcomes (e.g., AMES mutagenicity, cardiotoxicity, hepatotoxicity). Dataset: ld50_zhu. (1) The compound is Oc1ccccc1O. The rat oral LD50 is 2.63, given as -log10 of the dose in mol/kg body weight (higher means more acutely toxic). (2) The compound is NC1CCC2C3CCC(C3N)C12. The rat oral LD50 is 2.19, given as -log10 of the dose in mol/kg body weight (higher means more acutely toxic). (3) The drug is CCCCCCC1=CC(=O)CC(c2ccc3c(c2)OCO3)C1. The rat oral LD50 is 1.76, given as -log10 of the dose in mol/kg body weight (higher means more acutely toxic). (4) The molecule is COC(=O)N(C)C(=O)CSP(C)(=S)OC. The rat oral LD50 is 3.68, given as -log10 of the dose in mol/kg body weight (higher means more acutely toxic). (5) The drug is CCCC(C)COCCOCCO. The rat oral LD50 is 1.53, given as -log10 of the dose in mol/kg body weight (higher means more acutely toxic). (6) The compound is C1CN(SSSSN2CCOCC2)CCO1. The rat oral LD50 is 1.80, given as -log10 of the dose in mol/kg body weight (higher means more acutely toxic).